This data is from Forward reaction prediction with 1.9M reactions from USPTO patents (1976-2016). The task is: Predict the product of the given reaction. (1) Given the reactants [Cl:1][C:2]1[CH:3]=[C:4]([CH:20]=[CH:21][CH:22]=1)[CH2:5][NH:6][C:7]([C:9]1[CH:17]=[C:16]2[C:12]([CH:13]=[N:14][NH:15]2)=[C:11]([O:18][CH3:19])[CH:10]=1)=[O:8].[Cl:23][C:24]1[C:25]([CH3:33])=[N:26][N:27]([CH2:30][CH2:31]Cl)[C:28]=1[CH3:29].COC1C=CC=C2C=1C=NN2, predict the reaction product. The product is: [Cl:1][C:2]1[CH:3]=[C:4]([CH:20]=[CH:21][CH:22]=1)[CH2:5][NH:6][C:7]([C:9]1[CH:10]=[C:11]([O:18][CH3:19])[C:12]2[C:16]([CH:17]=1)=[N:15][N:14]([CH2:31][CH2:30][N:27]1[C:28]([CH3:29])=[C:24]([Cl:23])[C:25]([CH3:33])=[N:26]1)[CH:13]=2)=[O:8]. (2) Given the reactants [Cl:1][C:2]1[CH:7]=[C:6]([C:8]#[N:9])[CH:5]=[CH:4][C:3]=1[C:10]1(C(O)=O)[N:14]2[CH:15]=[N:16][CH:17]=[C:13]2[CH2:12][CH2:11]1.CCN(CC)CC, predict the reaction product. The product is: [Cl:1][C:2]1[CH:7]=[C:6]([CH:5]=[CH:4][C:3]=1[CH:10]1[N:14]2[CH:15]=[N:16][CH:17]=[C:13]2[CH2:12][CH2:11]1)[C:8]#[N:9]. (3) The product is: [F:30][C:20]([F:19])([F:29])[CH:21]([NH:22][C:16]([C:7]1[CH:6]=[CH:5][C:4]([CH:1]2[CH2:2][CH2:3]2)=[C:9]([O:10][CH2:11][C:12]([F:13])([F:14])[F:15])[N:8]=1)=[O:18])[C:23]1[CH:28]=[CH:27][CH:26]=[CH:25][N:24]=1. Given the reactants [CH:1]1([C:4]2[CH:5]=[CH:6][C:7]([C:16]([OH:18])=O)=[N:8][C:9]=2[O:10][CH2:11][C:12]([F:15])([F:14])[F:13])[CH2:3][CH2:2]1.[F:19][C:20]([F:30])([F:29])[CH:21]([C:23]1[CH:28]=[CH:27][CH:26]=[CH:25][N:24]=1)[NH2:22], predict the reaction product. (4) Given the reactants [CH2:1]([O:3][C:4]([CH:6]1[CH2:10][CH2:9][CH2:8][N:7]1[C:11]([S:13][C:14]1[CH:19]=[CH:18][CH:17]=[C:16]([OH:20])[CH:15]=1)=[O:12])=[O:5])[CH3:2].C(=O)([O-])[O-].[K+].[K+].Cl[CH2:28][C:29]1[N:30]=[C:31]([C:35]2[CH:40]=[CH:39][CH:38]=[CH:37][CH:36]=2)[O:32][C:33]=1[CH3:34], predict the reaction product. The product is: [CH2:1]([O:3][C:4]([C@H:6]1[CH2:10][CH2:9][CH2:8][N:7]1[C:11]([S:13][C:14]1[CH:19]=[CH:18][CH:17]=[C:16]([O:20][CH2:28][C:29]2[N:30]=[C:31]([C:35]3[CH:40]=[CH:39][CH:38]=[CH:37][CH:36]=3)[O:32][C:33]=2[CH3:34])[CH:15]=1)=[O:12])=[O:5])[CH3:2]. (5) Given the reactants CCN(C(C)C)C(C)C.[Br:10][C:11]1[CH:12]=[C:13]([CH:16]=[CH:17][CH:18]=1)[CH2:14]Br.[CH3:19][NH:20][CH2:21][CH2:22][C:23]#[N:24], predict the reaction product. The product is: [Br:10][C:11]1[CH:12]=[C:13]([CH:16]=[CH:17][CH:18]=1)[CH2:14][N:20]([CH3:19])[CH2:21][CH2:22][C:23]#[N:24].